This data is from Peptide-MHC class I binding affinity with 185,985 pairs from IEDB/IMGT. The task is: Regression. Given a peptide amino acid sequence and an MHC pseudo amino acid sequence, predict their binding affinity value. This is MHC class I binding data. (1) The binding affinity (normalized) is 0.0847. The MHC is HLA-B07:02 with pseudo-sequence HLA-B07:02. The peptide sequence is LTFLDCLYY. (2) The peptide sequence is RPSTKNFFEL. The MHC is HLA-A68:02 with pseudo-sequence HLA-A68:02. The binding affinity (normalized) is 0.229. (3) The peptide sequence is FSGALDTTSY. The MHC is HLA-A01:01 with pseudo-sequence HLA-A01:01. The binding affinity (normalized) is 0.336. (4) The peptide sequence is QAKWRLQTL. The MHC is HLA-B18:01 with pseudo-sequence HLA-B18:01. The binding affinity (normalized) is 0. (5) The peptide sequence is WASRELERF. The MHC is HLA-A23:01 with pseudo-sequence HLA-A23:01. The binding affinity (normalized) is 0.120.